This data is from Full USPTO retrosynthesis dataset with 1.9M reactions from patents (1976-2016). The task is: Predict the reactants needed to synthesize the given product. (1) Given the product [CH2:1]([O:3][C:4](=[O:28])[CH:5]([C:16]1[N:17]([C:21]2[C:26]([F:27])=[CH:25][CH:24]=[CH:23][N:22]=2)[N:18]=[CH:19][CH:20]=1)[C:6]1[C:11]([CH2:12][CH2:13][CH3:14])=[C:10]([N:29]=[N+:30]=[N-:31])[N:9]=[CH:8][N:7]=1)[CH3:2], predict the reactants needed to synthesize it. The reactants are: [CH2:1]([O:3][C:4](=[O:28])[CH:5]([C:16]1[N:17]([C:21]2[C:26]([F:27])=[CH:25][CH:24]=[CH:23][N:22]=2)[N:18]=[CH:19][CH:20]=1)[C:6]1[C:11]([CH2:12][CH2:13][CH3:14])=[C:10](I)[N:9]=[CH:8][N:7]=1)[CH3:2].[N-:29]=[N+:30]=[N-:31].[Na+]. (2) Given the product [Cl:8][C:6]1[CH:5]=[CH:4][C:3]([F:9])=[C:2]([CH:7]=1)[C:13]([CH:15]1[CH2:20][CH2:19][N:18]([C:21]([O:23][C:24]([CH3:27])([CH3:26])[CH3:25])=[O:22])[CH2:17][CH2:16]1)=[O:14], predict the reactants needed to synthesize it. The reactants are: Br[C:2]1[CH:7]=[C:6]([Cl:8])[CH:5]=[CH:4][C:3]=1[F:9].CON(C)[C:13]([CH:15]1[CH2:20][CH2:19][N:18]([C:21]([O:23][C:24]([CH3:27])([CH3:26])[CH3:25])=[O:22])[CH2:17][CH2:16]1)=[O:14]. (3) Given the product [CH3:1][C:2]1([CH3:17])[CH2:7][C:6]([CH3:8])([CH3:9])[CH2:5][CH:4]([C:10]2[CH:15]=[CH:14][CH:13]=[CH:12][C:11]=2[NH2:16])[CH2:3]1, predict the reactants needed to synthesize it. The reactants are: [CH3:1][C:2]1([CH3:17])[CH2:7][C:6]([CH3:9])([CH3:8])[CH2:5][C:4]([C:10]2[CH:15]=[CH:14][CH:13]=[CH:12][C:11]=2[NH2:16])=[CH:3]1.[H][H]. (4) Given the product [O:20]1[CH2:21][CH2:22][NH:23][C:24]2[N:25]=[CH:26][C:17]([C:3]3[CH:4]=[CH:5][C:6]([C:8]4[C:29]([S:34]([NH2:37])(=[O:36])=[O:35])=[CH:28][CH:33]=[CH:32][CH:31]=4)=[CH:7][C:2]=3[F:1])=[CH:18][C:19]1=2, predict the reactants needed to synthesize it. The reactants are: [F:1][C:2]1[CH:7]=[C:6]([CH:8]2OC(C)(C)C(C)(C)O2)[CH:5]=[CH:4][C:3]=1[C:17]1[CH:26]=[N:25][C:24]2[NH:23][CH2:22][CH2:21][O:20][C:19]=2[CH:18]=1.Br[C:28]1[CH:33]=[CH:32][CH:31]=C[C:29]=1[S:34]([NH2:37])(=[O:36])=[O:35]. (5) Given the product [Cl:1][C:2]1[CH:3]=[C:4]([C@@H:12]([CH2:25][CH:26]2[CH2:30][CH2:29][CH2:28][CH2:27]2)[C:13]([NH:15][C:16]2[CH:20]=[CH:19][N:18]([CH2:21][C:22](=[O:24])[N:37]([CH2:42][CH3:41])[CH2:38][CH3:39])[N:17]=2)=[O:14])[CH:5]=[CH:6][C:7]=1[S:8]([CH3:11])(=[O:9])=[O:10], predict the reactants needed to synthesize it. The reactants are: [Cl:1][C:2]1[CH:3]=[C:4]([C@@H:12]([CH2:25][CH:26]2[CH2:30][CH2:29][CH2:28][CH2:27]2)[C:13]([NH:15][C:16]2[CH:20]=[CH:19][N:18]([CH2:21][C:22]([OH:24])=O)[N:17]=2)=[O:14])[CH:5]=[CH:6][C:7]=1[S:8]([CH3:11])(=[O:10])=[O:9].C(Cl)(=O)C(Cl)=O.[N:37]1[C:42](C)=[CH:41]C=[CH:39][C:38]=1C.C(NCC)C. (6) The reactants are: [OH:1][C:2]1[CH:3]=[C:4]([CH:7]=[C:8]([OH:11])[C:9]=1[OH:10])[CH:5]=[O:6].[CH2:12](I)[CH3:13].C([O-])([O-])=O.[K+].[K+]. Given the product [CH2:12]([O:1][C:2]1[CH:3]=[C:4]([CH:7]=[C:8]([OH:11])[C:9]=1[OH:10])[CH:5]=[O:6])[CH3:13], predict the reactants needed to synthesize it. (7) Given the product [CH:25]([C:29]1[CH:28]=[CH:27][N:1]([C:2]2[CH:3]=[C:4]3[C:9](=[CH:10][C:11]=2[C:12]([F:13])([F:15])[F:14])[NH:8][C:7](=[O:16])[N:6]([NH:17][S:18]([CH3:21])(=[O:20])=[O:19])[C:5]3=[O:22])[CH:30]=1)=[O:24], predict the reactants needed to synthesize it. The reactants are: [NH2:1][C:2]1[CH:3]=[C:4]2[C:9](=[CH:10][C:11]=1[C:12]([F:15])([F:14])[F:13])[NH:8][C:7](=[O:16])[N:6]([NH:17][S:18]([CH3:21])(=[O:20])=[O:19])[C:5]2=[O:22].C[O:24][CH:25]1[CH:29]([CH:30]=O)[CH2:28][CH:27](OC)O1. (8) Given the product [CH:1]1([N:4]2[CH2:9][CH2:8][N:7]([C:10]3([CH2:16][NH:17][C:18](=[O:23])[C:19]([F:21])([F:20])[F:22])[CH2:15][CH2:14][N:13]([C:38]([O:37][C:34]([CH3:36])([CH3:35])[CH3:33])=[O:39])[CH2:12][CH2:11]3)[CH2:6][CH2:5]2)[CH2:2][CH2:3]1, predict the reactants needed to synthesize it. The reactants are: [CH:1]1([N:4]2[CH2:9][CH2:8][N:7]([C:10]3([CH2:16][NH:17][C:18](=[O:23])[C:19]([F:22])([F:21])[F:20])[CH2:15][CH2:14][NH:13][CH2:12][CH2:11]3)[CH2:6][CH2:5]2)[CH2:3][CH2:2]1.CCN(C(C)C)C(C)C.[CH3:33][C:34]([O:37][C:38](O[C:38]([O:37][C:34]([CH3:36])([CH3:35])[CH3:33])=[O:39])=[O:39])([CH3:36])[CH3:35]. (9) Given the product [CH2:40]([NH:43][C:25](=[O:26])[CH2:24][CH2:23][CH2:22][O:21][C:8]1[CH:9]=[CH:10][C:11]2[C:12]([CH2:16][C:17]([CH3:18])([CH3:20])[CH3:19])=[N:13][O:14][C:15]=2[C:7]=1[CH2:4][CH2:5][CH3:6])[CH2:41][CH3:42], predict the reactants needed to synthesize it. The reactants are: C(Cl)Cl.[CH2:4]([C:7]1[C:15]2[O:14][N:13]=[C:12]([CH2:16][C:17]([CH3:20])([CH3:19])[CH3:18])[C:11]=2[CH:10]=[CH:9][C:8]=1[O:21][CH2:22][CH2:23][CH2:24][C:25](O)=[O:26])[CH2:5][CH3:6].C1N=CN(C(N2C=NC=C2)=O)C=1.[CH2:40]([NH2:43])[CH2:41][CH3:42]. (10) Given the product [Cl:28][C:29]1[CH:30]=[C:31]([CH:44]([CH2:48][CH:49]2[CH2:54][CH2:53][CH2:52][CH2:51][CH2:50]2)[C:45]([NH:55][C:56]2[S:57][CH:58]=[CH:59][N:60]=2)=[O:46])[CH:32]=[CH:33][C:34]=1[N:35]1[C:39]([C:40]([F:43])([F:42])[F:41])=[N:38][N:37]=[N:36]1, predict the reactants needed to synthesize it. The reactants are: C1(P(C2C=CC=CC=2)C2C=CC=CC=2)C=CC=CC=1.BrN1C(=O)CCC1=O.[Cl:28][C:29]1[CH:30]=[C:31]([CH:44]([CH2:48][CH:49]2[CH2:54][CH2:53][CH2:52][CH2:51][CH2:50]2)[C:45](O)=[O:46])[CH:32]=[CH:33][C:34]=1[N:35]1[C:39]([C:40]([F:43])([F:42])[F:41])=[N:38][N:37]=[N:36]1.[NH2:55][C:56]1[S:57][CH:58]=[CH:59][N:60]=1.